This data is from Peptide-MHC class II binding affinity with 134,281 pairs from IEDB. The task is: Regression. Given a peptide amino acid sequence and an MHC pseudo amino acid sequence, predict their binding affinity value. This is MHC class II binding data. (1) The peptide sequence is AILPEYGTLGLECSP. The binding affinity (normalized) is 0.272. The MHC is DRB1_0301 with pseudo-sequence DRB1_0301. (2) The peptide sequence is QYENLKYTVIITVHT. The MHC is DRB1_0701 with pseudo-sequence DRB1_0701. The binding affinity (normalized) is 0.659. (3) The peptide sequence is VKKYFAATQFEPLAA. The MHC is HLA-DQA10301-DQB10302 with pseudo-sequence HLA-DQA10301-DQB10302. The binding affinity (normalized) is 0.333. (4) The peptide sequence is AYVYFASDASTYTTG. The MHC is DRB1_0404 with pseudo-sequence DRB1_0404. The binding affinity (normalized) is 0.536. (5) The peptide sequence is CGYKDVDKPPFDGMT. The MHC is DRB1_1501 with pseudo-sequence DRB1_1501. The binding affinity (normalized) is 0.265. (6) The peptide sequence is LVKFVAGDGDVVAVD. The MHC is DRB1_0802 with pseudo-sequence DRB1_0802. The binding affinity (normalized) is 0.156. (7) The peptide sequence is ASLMRGLSSRKRRSH. The MHC is DRB4_0103 with pseudo-sequence DRB4_0103. The binding affinity (normalized) is 0.936.